Dataset: Catalyst prediction with 721,799 reactions and 888 catalyst types from USPTO. Task: Predict which catalyst facilitates the given reaction. (1) Reactant: [NH2:1][C:2]1[N:10]=[CH:9][N:8]=[C:7]2[C:3]=1[N:4]=[CH:5][N:6]2[C@H:11]1[C@@H:15]2[O:16][C:17]([CH3:20])([CH3:19])[O:18][C@@H:14]2[C@@H:13]([CH2:21][N:22]([CH:38]([CH3:40])[CH3:39])[CH2:23][CH2:24][CH2:25][CH2:26][NH:27]C(=O)OCC2C=CC=CC=2)[O:12]1. Product: [NH2:1][C:2]1[N:10]=[CH:9][N:8]=[C:7]2[C:3]=1[N:4]=[CH:5][N:6]2[C@H:11]1[C@@H:15]2[O:16][C:17]([CH3:19])([CH3:20])[O:18][C@@H:14]2[C@@H:13]([CH2:21][N:22]([CH:38]([CH3:40])[CH3:39])[CH2:23][CH2:24][CH2:25][CH2:26][NH2:27])[O:12]1. The catalyst class is: 105. (2) Reactant: [CH3:1][O:2][C:3]1[CH:4]=[C:5]([CH:33]=[CH:34][C:35]=1[O:36][CH3:37])[CH2:6][NH:7][C:8]1[N:13]2[N:14]=[C:15]([C:17]3[O:18][CH:19]=[CH:20][CH:21]=3)[N:16]=[C:12]2[CH:11]=[C:10]([C:22]2[CH:27]=[CH:26][CH:25]=[C:24]([CH:28]3OCC[O:29]3)[CH:23]=2)[N:9]=1.Cl.[OH-].[Na+]. Product: [CH3:1][O:2][C:3]1[CH:4]=[C:5]([CH:33]=[CH:34][C:35]=1[O:36][CH3:37])[CH2:6][NH:7][C:8]1[N:13]2[N:14]=[C:15]([C:17]3[O:18][CH:19]=[CH:20][CH:21]=3)[N:16]=[C:12]2[CH:11]=[C:10]([C:22]2[CH:27]=[CH:26][CH:25]=[C:24]([CH:28]=[O:29])[CH:23]=2)[N:9]=1. The catalyst class is: 1. (3) Reactant: [Br:1][C:2]1[CH:3]=[C:4]([O:11][CH3:12])[C:5]([NH2:10])=[C:6]([O:8][CH3:9])[CH:7]=1.C(N(CC)CC)C.[C:20]([CH2:24][C:25](Cl)=[O:26])([CH3:23])([CH3:22])[CH3:21]. Product: [Br:1][C:2]1[CH:3]=[C:4]([O:11][CH3:12])[C:5]([NH:10][C:25](=[O:26])[CH2:24][C:20]([CH3:23])([CH3:22])[CH3:21])=[C:6]([O:8][CH3:9])[CH:7]=1. The catalyst class is: 4. (4) Reactant: [CH3:1][C:2]1[S:3][CH:4]=[C:5]([C:7]([NH:9][C:10]2[CH:18]=[C:17]([Sn](C)(C)C)[CH:16]=[C:15]3[C:11]=2[CH:12]=[N:13][N:14]3[S:23]([C:26]2[CH:31]=[CH:30][CH:29]=[CH:28][CH:27]=2)(=[O:25])=[O:24])=[O:8])[N:6]=1.Br[C:33]1[CH:34]=[C:35]2[C:41]([S:42]([CH3:45])(=[O:44])=[O:43])=[N:40][NH:39][C:36]2=[N:37][CH:38]=1. Product: [CH3:1][C:2]1[S:3][CH:4]=[C:5]([C:7]([NH:9][C:10]2[CH:18]=[C:17]([C:33]3[CH:34]=[C:35]4[C:41]([S:42]([CH3:45])(=[O:44])=[O:43])=[N:40][NH:39][C:36]4=[N:37][CH:38]=3)[CH:16]=[C:15]3[C:11]=2[CH:12]=[N:13][N:14]3[S:23]([C:26]2[CH:31]=[CH:30][CH:29]=[CH:28][CH:27]=2)(=[O:25])=[O:24])=[O:8])[N:6]=1. The catalyst class is: 128.